This data is from Reaction yield outcomes from USPTO patents with 853,638 reactions. The task is: Predict the reaction yield, written as a fraction of the theoretical maximum amount of product (1.0 means a 100% yield; for example, 0.34 means a 34% yield). (1) No catalyst specified. The product is [C:1]1([CH2:7][O:8][C:9]([NH:11][C@H:12]([C:17]([NH:20][C@H:21]([CH2:26][OH:27])[CH2:22][CH2:23][CH2:24][CH3:25])=[O:19])[CH2:13][CH:14]([CH3:15])[CH3:16])=[O:10])[CH:2]=[CH:3][CH:4]=[CH:5][CH:6]=1. The yield is 0.580. The reactants are [C:1]1([CH2:7][O:8][C:9]([NH:11][C@H:12]([C:17]([OH:19])=O)[CH2:13][CH:14]([CH3:16])[CH3:15])=[O:10])[CH:6]=[CH:5][CH:4]=[CH:3][CH:2]=1.[NH2:20][C@H:21]([CH2:26][OH:27])[CH2:22][CH2:23][CH2:24][CH3:25]. (2) The reactants are [Br:1][C:2]1[CH:7]=[CH:6][C:5]([CH:8]2[S:14][CH2:13][CH:12]([C:15]([NH2:17])=O)[NH:11][C:10]3[N:18]([CH3:27])[N:19]=[C:20]([C:21]4[CH:26]=[CH:25][CH:24]=[CH:23][N:22]=4)[C:9]2=3)=[C:4]([CH3:28])[CH:3]=1.N1C=CC=CC=1.O=P(Cl)(Cl)Cl. The catalyst is ClCCCl. The yield is 0.520. The product is [Br:1][C:2]1[CH:7]=[CH:6][C:5]([CH:8]2[S:14][CH2:13][CH:12]([C:15]#[N:17])[NH:11][C:10]3[N:18]([CH3:27])[N:19]=[C:20]([C:21]4[CH:26]=[CH:25][CH:24]=[CH:23][N:22]=4)[C:9]2=3)=[C:4]([CH3:28])[CH:3]=1. (3) The reactants are [CH:1]([C:5]1[CH:6]=[CH:7][C:8]2[O:12][C:11]3([OH:21])[C:13]4[C:18]([C:19](=[O:20])[C:10]3([OH:22])[C:9]=2[CH:23]=1)=[CH:17][CH:16]=[CH:15][CH:14]=4)([CH2:3][CH3:4])[CH3:2].[C:24]([OH:27])(=O)[CH3:25].N1C=CC=CC=1.C1C[O:37][CH2:36][CH2:35]1. No catalyst specified. The product is [C:36]([O:12][C:8]1[CH:7]=[CH:6][C:5]([CH:1]([CH2:3][CH3:4])[CH3:2])=[CH:23][C:9]=1[C:10]1([O:22][C:24](=[O:27])[CH3:25])[C:11](=[O:21])[C:13]2[C:18](=[CH:17][CH:16]=[CH:15][CH:14]=2)[C:19]1=[O:20])(=[O:37])[CH3:35]. The yield is 0.480. (4) The reactants are [C:1]([C:3]1[CH:8]=[CH:7][C:6]([NH:9][CH:10]([C:16]2[CH:21]=[C:20]([CH:22]([CH3:24])[CH3:23])[C:19]([O:25]C(C)C)=[CH:18][C:17]=2[CH3:29])[C:11]([O:13][CH2:14][CH3:15])=[O:12])=[CH:5][CH:4]=1)#[N:2].B(Br)(Br)Br.C([O-])([O-])=O.[Cs+].[Cs+].I[CH2:41][C:42]([NH2:44])=[O:43].OS([O-])(=O)=O.[K+]. The catalyst is C(Cl)Cl. The product is [C:1]([C:3]1[CH:8]=[CH:7][C:6]([NH:9][CH:10]([C:16]2[CH:21]=[C:20]([CH:22]([CH3:23])[CH3:24])[C:19]([O:25][CH2:41][C:42](=[O:43])[NH2:44])=[CH:18][C:17]=2[CH3:29])[C:11]([O:13][CH2:14][CH3:15])=[O:12])=[CH:5][CH:4]=1)#[N:2]. The yield is 0.730. (5) The reactants are C[O:2][C:3]1[CH:8]=[C:7]([O:9]C)[CH:6]=[CH:5][C:4]=1[C:11]([C:16]1[CH:21]=[CH:20][C:19]([CH:22]([CH3:24])[CH3:23])=[CH:18][CH:17]=1)(O)[CH:12]([CH3:14])[CH3:13].C(=O)([O-])O.[Na+]. The catalyst is Br. The product is [CH:22]([C:19]1[CH:18]=[CH:17][C:16]([CH:11]2[C:4]3[CH:5]=[CH:6][C:7]([OH:9])=[CH:8][C:3]=3[O:2][C:12]2([CH3:14])[CH3:13])=[CH:21][CH:20]=1)([CH3:24])[CH3:23]. The yield is 0.510. (6) The reactants are [CH2:1]([C:8]1[N:13]=[C:12]([CH:14]=O)[CH:11]=[C:10]([C:16]2[CH:21]=[CH:20][C:19]([CH3:22])=[CH:18][CH:17]=2)[N:9]=1)[C:2]1[CH:7]=[CH:6][CH:5]=[CH:4][CH:3]=1.[CH3:23][NH:24][CH3:25].[BH-](OC(C)=O)(OC(C)=O)OC(C)=O.[Na+]. The catalyst is C(Cl)Cl. The product is [CH2:1]([C:8]1[N:13]=[C:12]([CH2:14][N:24]([CH3:25])[CH3:23])[CH:11]=[C:10]([C:16]2[CH:21]=[CH:20][C:19]([CH3:22])=[CH:18][CH:17]=2)[N:9]=1)[C:2]1[CH:7]=[CH:6][CH:5]=[CH:4][CH:3]=1. The yield is 0.790. (7) The yield is 0.810. The reactants are [CH3:1][O:2][C:3](=[O:17])[C:4]1[CH:9]=[C:8]([S:10]([CH2:13][CH2:14][CH3:15])(=[O:12])=[O:11])[N:7]=[C:6](Cl)[CH:5]=1.C1(P(C2C=CC=CC=2)C2C=CC3C(=CC=CC=3)C=2C2C3C(=CC=CC=3)C=CC=2P(C2C=CC=CC=2)C2C=CC=CC=2)C=CC=CC=1.C(=O)([O-])[O-].[Cs+].[Cs+].[C@@H:70]([NH2:74])([CH2:72][CH3:73])[CH3:71]. The product is [CH3:1][O:2][C:3](=[O:17])[C:4]1[CH:9]=[C:8]([S:10]([CH2:13][CH2:14][CH3:15])(=[O:12])=[O:11])[N:7]=[C:6]([NH:74][C@H:70]([CH2:72][CH3:73])[CH3:71])[CH:5]=1. The catalyst is C([O-])(=O)C.[Pd+2].C([O-])(=O)C.C1(C)C=CC=CC=1. (8) The reactants are [OH:1][CH:2]([CH2:9][C:10]([O:12][CH2:13][C:14]#[CH:15])=[O:11])[C:3]([O:5][CH2:6][C:7]#[CH:8])=[O:4].[CH3:16][S:17](Cl)(=[O:19])=[O:18].C(OCC)(=O)C.C(N(CC)CC)C. The catalyst is O. The product is [CH3:16][S:17]([O:1][CH:2]([CH2:9][C:10]([O:12][CH2:13][C:14]#[CH:15])=[O:11])[C:3]([O:5][CH2:6][C:7]#[CH:8])=[O:4])(=[O:19])=[O:18]. The yield is 0.540.